Dataset: Full USPTO retrosynthesis dataset with 1.9M reactions from patents (1976-2016). Task: Predict the reactants needed to synthesize the given product. (1) Given the product [Br:1][C:2]1[CH:3]=[C:4]2[C:8](=[CH:9][CH:10]=1)[NH:7][C:6](=[O:11])/[C:5]/2=[CH:22]\[C:18]1[NH:19][C:20]([CH3:21])=[C:16]([S:13]([CH3:12])(=[O:15])=[O:14])[C:17]=1[C:24]1[CH:29]=[CH:28][CH:27]=[CH:26][CH:25]=1, predict the reactants needed to synthesize it. The reactants are: [Br:1][C:2]1[CH:3]=[C:4]2[C:8](=[CH:9][CH:10]=1)[NH:7][C:6](=[O:11])[CH2:5]2.[CH3:12][S:13]([C:16]1[C:17]([C:24]2[CH:29]=[CH:28][CH:27]=[CH:26][CH:25]=2)=[C:18]([CH:22]=O)[NH:19][C:20]=1[CH3:21])(=[O:15])=[O:14].CC1(C)C(C)(C)OB(C2C=CC=C3C=2C=CN3)O1.N1CCCCC1. (2) The reactants are: [C:1]([C:4]1[N:8]([CH3:9])[N:7]=[C:6]([CH2:10][CH2:11][CH3:12])[C:5]=1[NH:13][C:14]([C:16]1[CH:17]=[C:18]([S:26](Cl)(=[O:28])=[O:27])[CH:19]=[CH:20][C:21]=1[O:22][CH2:23][CH2:24][CH3:25])=[O:15])(=[O:3])[NH2:2].C(N(CC)CC)C.[NH2:37][CH2:38][CH2:39][CH:40]1[CH2:44][CH2:43][CH2:42][N:41]1[CH3:45]. Given the product [CH3:9][N:8]1[C:4]([C:1]([NH2:2])=[O:3])=[C:5]([NH:13][C:14](=[O:15])[C:16]2[CH:17]=[C:18]([S:26](=[O:28])(=[O:27])[NH:37][CH2:38][CH2:39][CH:40]3[CH2:44][CH2:43][CH2:42][N:41]3[CH3:45])[CH:19]=[CH:20][C:21]=2[O:22][CH2:23][CH2:24][CH3:25])[C:6]([CH2:10][CH2:11][CH3:12])=[N:7]1, predict the reactants needed to synthesize it. (3) The reactants are: [CH2:1]([C:5]1[C:10]([C:11]#[N:12])=[C:9]([O:13][CH3:14])[N:8]=[C:7]([CH3:15])[CH:6]=1)[CH2:2][CH:3]=[CH2:4].[H-].[H-].[H-].[H-].[Li+].[Al+3]. Given the product [CH2:1]([C:5]1[CH:6]=[C:7]([CH3:15])[N:8]=[C:9]([O:13][CH3:14])[C:10]=1[CH2:11][NH2:12])[CH2:2][CH:3]=[CH2:4], predict the reactants needed to synthesize it. (4) Given the product [O:27]=[C:26]1[CH:25]([N:24]2[C:17](=[O:19])[C:9]3[C:10](=[CH:14][CH:15]=[CH:16][C:8]=3[O:7][CH2:6][C:5]3[CH:20]=[CH:21][CH:22]=[C:3]([O:2][CH3:1])[CH:4]=3)[C:11]2=[O:13])[CH2:31][CH2:30][C:29](=[O:32])[NH:28]1, predict the reactants needed to synthesize it. The reactants are: [CH3:1][O:2][C:3]1[CH:4]=[C:5]([CH:20]=[CH:21][CH:22]=1)[CH2:6][O:7][C:8]1[CH:16]=[CH:15][CH:14]=[C:10]([C:11]([OH:13])=O)[C:9]=1[C:17]([OH:19])=O.Cl.[NH2:24][CH:25]1[CH2:31][CH2:30][C:29](=[O:32])[NH:28][C:26]1=[O:27]. (5) Given the product [F:24][C:4]1[CH:3]=[C:2]([B:25]2[O:29][C:28]([CH3:31])([CH3:30])[C:27]([CH3:33])([CH3:32])[O:26]2)[CH:7]=[CH:6][C:5]=1[C:8]1[N:12]([CH:13]2[CH2:18][CH2:17][O:16][CH2:15][CH2:14]2)[N:11]=[CH:10][C:9]=1[C:19]([O:21][CH2:22][CH3:23])=[O:20], predict the reactants needed to synthesize it. The reactants are: Br[C:2]1[CH:7]=[CH:6][C:5]([C:8]2[N:12]([CH:13]3[CH2:18][CH2:17][O:16][CH2:15][CH2:14]3)[N:11]=[CH:10][C:9]=2[C:19]([O:21][CH2:22][CH3:23])=[O:20])=[C:4]([F:24])[CH:3]=1.[B:25]1([B:25]2[O:29][C:28]([CH3:31])([CH3:30])[C:27]([CH3:33])([CH3:32])[O:26]2)[O:29][C:28]([CH3:31])([CH3:30])[C:27]([CH3:33])([CH3:32])[O:26]1.C([O-])(=O)C.[K+].